From a dataset of Forward reaction prediction with 1.9M reactions from USPTO patents (1976-2016). Predict the product of the given reaction. Given the reactants [Cl:1][C:2]1[CH:7]=[C:6]([O:8]C)[N:5]=[C:4]([CH2:10][C:11]([N:13]2[C:21]3[C:16](=[CH:17][CH:18]=[CH:19][CH:20]=3)[C:15]([CH3:23])([CH3:22])[CH2:14]2)=[O:12])[N:3]=1.C(#N)C.[I-].[K+].C[Si](C)(C)Cl, predict the reaction product. The product is: [Cl:1][C:2]1[N:3]=[C:4]([CH2:10][C:11]([N:13]2[C:21]3[C:16](=[CH:17][CH:18]=[CH:19][CH:20]=3)[C:15]([CH3:22])([CH3:23])[CH2:14]2)=[O:12])[NH:5][C:6](=[O:8])[CH:7]=1.